This data is from Forward reaction prediction with 1.9M reactions from USPTO patents (1976-2016). The task is: Predict the product of the given reaction. Given the reactants P(Br)(Br)Br.[Br:5][C:6]1[C:11]([O:12][CH3:13])=[CH:10][N+:9]([O-])=[C:8]([CH2:15][CH3:16])[CH:7]=1.[OH-].[Na+], predict the reaction product. The product is: [Br:5][C:6]1[C:11]([O:12][CH3:13])=[CH:10][N:9]=[C:8]([CH2:15][CH3:16])[CH:7]=1.